Task: Predict which catalyst facilitates the given reaction.. Dataset: Catalyst prediction with 721,799 reactions and 888 catalyst types from USPTO (1) Reactant: [F:1][C@H:2]1[C@@H:7]([O:8][C:9]2[CH:10]=[CH:11][CH:12]=[C:13]3[C:18]=2[N:17]=[C:16]([C:19]2[N:23]4[CH:24]=[C:25]([F:28])[CH:26]=[CH:27][C:22]4=[N:21][N:20]=2)[CH:15]=[CH:14]3)[CH2:6][CH2:5][N:4](C(OC(C)(C)C)=O)[CH2:3]1.C(O)(C(F)(F)F)=O. Product: [F:28][C:25]1[CH:26]=[CH:27][C:22]2[N:23]([C:19]([C:16]3[CH:15]=[CH:14][C:13]4[C:18](=[C:9]([O:8][C@H:7]5[CH2:6][CH2:5][NH:4][CH2:3][C@H:2]5[F:1])[CH:10]=[CH:11][CH:12]=4)[N:17]=3)=[N:20][N:21]=2)[CH:24]=1. The catalyst class is: 2. (2) The catalyst class is: 1. Reactant: Br[CH2:2][CH2:3][CH2:4]Br.[Cl:6][C:7]1[CH:8]=[C:9]([CH:29]=[CH:30][C:31]=1[Cl:32])[CH2:10][NH:11][C:12]([NH:14][C:15]1[CH:20]=[CH:19][C:18]([N:21]2[CH:25]=[C:24]([CH3:26])[N:23]=[CH:22]2)=[C:17]([O:27][CH3:28])[CH:16]=1)=[O:13].O.C(OCC)(=O)C. Product: [Cl:6][C:7]1[CH:8]=[C:9]([CH:29]=[CH:30][C:31]=1[Cl:32])[CH2:10][N:11]1[CH2:4][CH2:3][CH2:2][N:14]([C:15]2[CH:20]=[CH:19][C:18]([N:21]3[CH:25]=[C:24]([CH3:26])[N:23]=[CH:22]3)=[C:17]([O:27][CH3:28])[CH:16]=2)[C:12]1=[O:13].